Dataset: Peptide-MHC class I binding affinity with 185,985 pairs from IEDB/IMGT. Task: Regression. Given a peptide amino acid sequence and an MHC pseudo amino acid sequence, predict their binding affinity value. This is MHC class I binding data. (1) The peptide sequence is YPASLHKFF. The MHC is HLA-A02:19 with pseudo-sequence HLA-A02:19. The binding affinity (normalized) is 0.0847. (2) The peptide sequence is STERVRELA. The MHC is HLA-B27:05 with pseudo-sequence HLA-B27:05. The binding affinity (normalized) is 0. (3) The peptide sequence is GLICGLRQL. The MHC is HLA-A02:01 with pseudo-sequence HLA-A02:01. The binding affinity (normalized) is 0.482. (4) The peptide sequence is LKEKSSLRY. The MHC is HLA-B51:01 with pseudo-sequence HLA-B51:01. The binding affinity (normalized) is 0.0847. (5) The peptide sequence is LALTDVEKRI. The MHC is HLA-A02:01 with pseudo-sequence HLA-A02:01. The binding affinity (normalized) is 0.329.